Dataset: Rat liver microsome stability data. Task: Regression/Classification. Given a drug SMILES string, predict its absorption, distribution, metabolism, or excretion properties. Task type varies by dataset: regression for continuous measurements (e.g., permeability, clearance, half-life) or binary classification for categorical outcomes (e.g., BBB penetration, CYP inhibition). Dataset: rlm. (1) The molecule is COc1cc(C=C(C#N)C(=O)c2ccc(O)c(O)c2)cc(I)c1O. The result is 0 (unstable in rat liver microsomes). (2) The result is 1 (stable in rat liver microsomes). The molecule is CC(C)N(CCCNC(=O)Nc1ccc(C(C)(C)C)cc1)C[C@H]1O[C@@H](n2ccc3c(N)ncnc32)[C@H](O)[C@@H]1O. (3) The drug is COC(=O)Nc1ccc2c(c1)NC(=O)[C@H](C)CCC[C@H](N1CC[C@H](c3c(F)ccc(Cl)c3F)OC1=O)c1nc-2c[nH]1. The result is 0 (unstable in rat liver microsomes). (4) The compound is CCOc1ccc(CCNC(=O)c2cc3ccccc3n2Cc2cccc(C)n2)cc1OCC. The result is 1 (stable in rat liver microsomes).